From a dataset of Catalyst prediction with 721,799 reactions and 888 catalyst types from USPTO. Predict which catalyst facilitates the given reaction. Reactant: [Br:1][C:2]1[CH:3]=[CH:4][C:5]([OH:15])=[C:6]([S:8]([NH:11][CH2:12][CH2:13][Cl:14])(=[O:10])=[O:9])[CH:7]=1.[C:16](O[C:16]([O:18][C:19]([CH3:22])([CH3:21])[CH3:20])=[O:17])([O:18][C:19]([CH3:22])([CH3:21])[CH3:20])=[O:17].CN(C1C=CC=CN=1)C.C(N(CC)CC)C. Product: [C:19]([O:18][C:16](=[O:17])[N:11]([S:8]([C:6]1[CH:7]=[C:2]([Br:1])[CH:3]=[CH:4][C:5]=1[OH:15])(=[O:10])=[O:9])[CH2:12][CH2:13][Cl:14])([CH3:22])([CH3:21])[CH3:20]. The catalyst class is: 2.